Dataset: Peptide-MHC class I binding affinity with 185,985 pairs from IEDB/IMGT. Task: Regression. Given a peptide amino acid sequence and an MHC pseudo amino acid sequence, predict their binding affinity value. This is MHC class I binding data. (1) The peptide sequence is FYYEYFEL. The MHC is H-2-Db with pseudo-sequence H-2-Db. The binding affinity (normalized) is 0.139. (2) The peptide sequence is ATPYDINQML. The MHC is HLA-C06:02 with pseudo-sequence HLA-C06:02. The binding affinity (normalized) is 0. (3) The peptide sequence is SEGATPQDL. The MHC is HLA-A24:02 with pseudo-sequence HLA-A24:02. The binding affinity (normalized) is 0. (4) The peptide sequence is ATYTGVFDK. The MHC is HLA-B35:01 with pseudo-sequence HLA-B35:01. The binding affinity (normalized) is 0.0847. (5) The MHC is HLA-B53:01 with pseudo-sequence HLA-B53:01. The binding affinity (normalized) is 0.0892. The peptide sequence is HPVHAGPIA. (6) The peptide sequence is ALYLLDGLR. The MHC is HLA-A11:01 with pseudo-sequence HLA-A11:01. The binding affinity (normalized) is 0.177.